Dataset: Full USPTO retrosynthesis dataset with 1.9M reactions from patents (1976-2016). Task: Predict the reactants needed to synthesize the given product. (1) Given the product [CH2:8]([S:10]([N:13]1[C:21]2[CH:20]=[CH:19][C:18]([C:22]([N:24]3[CH2:25][CH2:26][CH:27]([O:30][CH3:31])[CH2:28][CH2:29]3)=[O:23])=[CH:17][C:16]=2[C:15]2[CH2:32][NH:33][CH2:34][CH2:35][C:14]1=2)(=[O:11])=[O:12])[CH3:9], predict the reactants needed to synthesize it. The reactants are: C(O)(C(F)(F)F)=O.[CH2:8]([S:10]([N:13]1[C:21]2[CH:20]=[CH:19][C:18]([C:22]([N:24]3[CH2:29][CH2:28][CH:27]([O:30][CH3:31])[CH2:26][CH2:25]3)=[O:23])=[CH:17][C:16]=2[C:15]2[CH2:32][N:33](C(OC(C)(C)C)=O)[CH2:34][CH2:35][C:14]1=2)(=[O:12])=[O:11])[CH3:9]. (2) Given the product [CH3:1][O:2][C:3](=[O:20])[CH2:4][CH2:5][C:6]1[N:7]=[C:8]([N:25]([CH:22]2[CH2:24][CH2:23]2)[CH3:26])[C:9]2[C:14]3[CH2:15][CH2:16][CH2:17][CH2:18][C:13]=3[S:12][C:10]=2[N:11]=1, predict the reactants needed to synthesize it. The reactants are: [CH3:1][O:2][C:3](=[O:20])[CH2:4][CH2:5][C:6]1[N:7]=[C:8](Cl)[C:9]2[C:14]3[CH2:15][CH2:16][CH2:17][CH2:18][C:13]=3[S:12][C:10]=2[N:11]=1.Cl.[CH:22]1([NH:25][CH3:26])[CH2:24][CH2:23]1. (3) Given the product [F:8][C:6]1[CH:5]=[C:4]([CH2:9][C:10]([NH:12][C@H:13]([C:15]([C:20]2([NH2:19])[C:28]3[C:23](=[CH:24][CH:25]=[CH:26][CH:27]=3)[N:22]([CH3:29])[C:21]2=[O:30])=[O:17])[CH3:14])=[O:11])[CH:3]=[C:2]([F:1])[CH:7]=1, predict the reactants needed to synthesize it. The reactants are: [F:1][C:2]1[CH:3]=[C:4]([CH2:9][C:10]([NH:12][C@H:13]([C:15]([OH:17])=O)[CH3:14])=[O:11])[CH:5]=[C:6]([F:8])[CH:7]=1.Cl.[NH2:19][CH:20]1[C:28]2[C:23](=[CH:24][CH:25]=[CH:26][CH:27]=2)[N:22]([CH3:29])[C:21]1=[O:30].N1C2C(=CC=CC=2)CC1=O. (4) Given the product [NH2:9][C:10]1[N:11]=[CH:12][C:13]([C:16]2[CH:21]=[CH:20][C:19]([C:22]3[CH:27]=[CH:26][C:25]([C:28]([F:31])([F:29])[F:30])=[CH:24][C:23]=3[O:32][C:2]3[CH:7]=[CH:6][N:5]=[C:4]([NH2:8])[N:3]=3)=[CH:18][C:17]=2[F:33])=[CH:14][N:15]=1, predict the reactants needed to synthesize it. The reactants are: Cl[C:2]1[CH:7]=[CH:6][N:5]=[C:4]([NH2:8])[N:3]=1.[NH2:9][C:10]1[N:15]=[CH:14][C:13]([C:16]2[CH:21]=[CH:20][C:19]([C:22]3[C:23]([OH:32])=[CH:24][C:25]([C:28]([F:31])([F:30])[F:29])=[CH:26][CH:27]=3)=[CH:18][C:17]=2[F:33])=[CH:12][N:11]=1. (5) Given the product [Br:9][C:10]1[CH:15]=[CH:14][C:13]([CH2:16][C:17]2[O:8][C:3]3[CH:4]=[CH:5][CH:6]=[CH:7][C:2]=3[N:1]=2)=[CH:12][CH:11]=1, predict the reactants needed to synthesize it. The reactants are: [NH2:1][C:2]1[CH:7]=[CH:6][CH:5]=[CH:4][C:3]=1[OH:8].[Br:9][C:10]1[CH:15]=[CH:14][C:13]([CH2:16][C:17](O)=O)=[CH:12][CH:11]=1. (6) The reactants are: [CH3:1][O:2][C:3]([NH:5][C@@H:6]([CH:54]([CH3:56])[CH3:55])[C:7]([N:9]1[CH2:13][CH2:12][CH2:11][C@H:10]1[C:14]1[NH:15][C:16]([C:19]2[CH:20]=[C:21]3[C:26](=[CH:27][CH:28]=2)[CH:25]=[C:24]([C:29]2[CH:30]=[C:31]4[C:51](=[CH:52][CH:53]=2)[C:35]2[NH:36][C:37]([C@@H:39]5[CH2:43][CH2:42][CH2:41][N:40]5C(OC(C)(C)C)=O)=[N:38][C:34]=2[CH2:33][CH2:32]4)[CH:23]=[CH:22]3)=[CH:17][N:18]=1)=[O:8])=[O:4].Cl.[CH3:58][O:59][C:60]([NH:62][C@H:63]([C:67]1[CH:72]=[CH:71][CH:70]=[CH:69][CH:68]=1)[C:64]([OH:66])=O)=[O:61].CCOC(C(C#N)=NOC(N1CCOCC1)=[N+](C)C)=O.F[P-](F)(F)(F)(F)F.CCN(C(C)C)C(C)C. Given the product [CH3:58][O:59][C:60]([NH:62][C@H:63]([C:67]1[CH:72]=[CH:71][CH:70]=[CH:69][CH:68]=1)[C:64]([N:40]1[CH2:41][CH2:42][CH2:43][C@H:39]1[C:37]1[NH:36][C:35]2[C:51]3[C:31]([CH2:32][CH2:33][C:34]=2[N:38]=1)=[CH:30][C:29]([C:24]1[CH:25]=[C:26]2[C:21](=[CH:22][CH:23]=1)[CH:20]=[C:19]([C:16]1[NH:15][C:14]([C@@H:10]4[CH2:11][CH2:12][CH2:13][N:9]4[C:7](=[O:8])[C@@H:6]([NH:5][C:3](=[O:4])[O:2][CH3:1])[CH:54]([CH3:56])[CH3:55])=[N:18][CH:17]=1)[CH:28]=[CH:27]2)=[CH:53][CH:52]=3)=[O:66])=[O:61], predict the reactants needed to synthesize it.